From a dataset of Catalyst prediction with 721,799 reactions and 888 catalyst types from USPTO. Predict which catalyst facilitates the given reaction. (1) Reactant: [Cl-].[Al+3].[Cl-].[Cl-].[CH3:5][O:6][C:7]1[CH:12]=[CH:11][C:10]([O:13][CH3:14])=[CH:9][C:8]=1[CH2:15][C@H:16]([NH:18][C:19](=[O:24])[C:20]([F:23])([F:22])[F:21])[CH3:17].[C:25](Cl)(=[O:32])[C:26]1[CH:31]=[CH:30][CH:29]=[CH:28][CH:27]=1. Product: [C:25]([C:11]1[C:10]([O:13][CH3:14])=[CH:9][C:8]([CH2:15][C@H:16]([NH:18][C:19](=[O:24])[C:20]([F:21])([F:22])[F:23])[CH3:17])=[C:7]([O:6][CH3:5])[CH:12]=1)(=[O:32])[C:26]1[CH:31]=[CH:30][CH:29]=[CH:28][CH:27]=1. The catalyst class is: 2. (2) Reactant: [Br:1][C:2]1[C:10]2[C:5](=[C:6]([Br:24])[CH:7]=[C:8]([CH2:13][C@@H:14]([CH2:19][C:20]([O:22][CH3:23])=[O:21])[C:15]([O:17]C)=O)[C:9]=2[CH2:11]O)[NH:4][N:3]=1.S(Cl)(Cl)=O.C(=O)([O-])[O-].[K+].[K+].[F:35][C:36]([F:40])([F:39])[CH2:37][NH2:38].C(O)(=O)C. Product: [Br:1][C:2]1[C:10]2[C:9]3[CH2:11][N:38]([CH2:37][C:36]([F:40])([F:39])[F:35])[C:15](=[O:17])[C@H:14]([CH2:19][C:20]([O:22][CH3:23])=[O:21])[CH2:13][C:8]=3[CH:7]=[C:6]([Br:24])[C:5]=2[NH:4][N:3]=1. The catalyst class is: 115. (3) Reactant: [CH:1]([C:4]1[C:5](N)=[N:6][CH:7]=[CH:8][CH:9]=1)([CH3:3])[CH3:2].[N+:11]([O-])([OH:13])=[O:12].[OH2:15]. Product: [CH:1]([C:4]1[C:5]([OH:15])=[N:6][CH:7]=[C:8]([N+:11]([O-:13])=[O:12])[CH:9]=1)([CH3:3])[CH3:2]. The catalyst class is: 65. (4) Reactant: I[C:2]1[C:6]2[C:7]([O:11][CH:12]3[CH2:17][CH2:16][O:15][CH2:14][CH2:13]3)=[N:8][CH:9]=[CH:10][C:5]=2[N:4]([C:18]([C:31]2[CH:36]=[CH:35][CH:34]=[CH:33][CH:32]=2)([C:25]2[CH:30]=[CH:29][CH:28]=[CH:27][CH:26]=2)[C:19]2[CH:24]=[CH:23][CH:22]=[CH:21][CH:20]=2)[N:3]=1.[Cl:37][C:38]1[CH:43]=[C:42](B(O)O)[CH:41]=[CH:40][N:39]=1.C(#N)C.C([O-])(=O)C.[K+]. Product: [Cl:37][C:38]1[CH:43]=[C:42]([C:2]2[C:6]3[C:7]([O:11][CH:12]4[CH2:17][CH2:16][O:15][CH2:14][CH2:13]4)=[N:8][CH:9]=[CH:10][C:5]=3[N:4]([C:18]([C:31]3[CH:36]=[CH:35][CH:34]=[CH:33][CH:32]=3)([C:25]3[CH:30]=[CH:29][CH:28]=[CH:27][CH:26]=3)[C:19]3[CH:24]=[CH:23][CH:22]=[CH:21][CH:20]=3)[N:3]=2)[CH:41]=[CH:40][N:39]=1. The catalyst class is: 229. (5) Reactant: [CH:1]1[C:10]2[C:5](=[CH:6][CH:7]=[CH:8][CH:9]=2)[CH:4]=[CH:3][C:2]=1[C:11]1[N:12]2[CH2:20][CH2:19][N:18]=[C:13]2[S:14][C:15]=1[CH:16]=[O:17].[CH3:21][Mg]Br.O. Product: [CH:1]1[C:10]2[C:5](=[CH:6][CH:7]=[CH:8][CH:9]=2)[CH:4]=[CH:3][C:2]=1[C:11]1[N:12]2[CH2:20][CH2:19][N:18]=[C:13]2[S:14][C:15]=1[CH:16]([OH:17])[CH3:21]. The catalyst class is: 1. (6) Reactant: [N:1]1([CH2:6][CH2:7][O:8][C:9]2[CH:14]=[CH:13][C:12]([NH:15][C:16]3[N:21]=[CH:20][C:19]([NH2:22])=[CH:18][N:17]=3)=[CH:11][CH:10]=2)[CH2:5][CH2:4][CH2:3][CH2:2]1.[CH3:23][C:24]1[CH:32]=[CH:31][CH:30]=[C:29]([CH3:33])[C:25]=1[C:26](Cl)=[O:27].C([O-])(O)=O.[Na+].C(Cl)Cl. Product: [N:1]1([CH2:6][CH2:7][O:8][C:9]2[CH:10]=[CH:11][C:12]([NH:15][C:16]3[N:17]=[CH:18][C:19]([NH:22][C:26](=[O:27])[C:25]4[C:29]([CH3:33])=[CH:30][CH:31]=[CH:32][C:24]=4[CH3:23])=[CH:20][N:21]=3)=[CH:13][CH:14]=2)[CH2:5][CH2:4][CH2:3][CH2:2]1. The catalyst class is: 11. (7) Reactant: ClC1C=C(C=CC=1Cl)C([NH:7][CH:8]1[C:14](=[O:15])[NH:13][C:12]2[CH:16]=[CH:17][CH:18]=[CH:19][C:11]=2[C:10]([C:20]2[CH:25]=[CH:24][CH:23]=[CH:22][CH:21]=2)=[N:9]1)=O.C(O[BH-](OC(=O)C)OC(=O)C)(=O)C.[Na+].[N+:44]([C:47]1[CH:54]=[CH:53][CH:52]=[CH:51][C:48]=1[CH:49]=O)([O-:46])=[O:45].C(=O)(O)[O-].[Na+]. Product: [N+:44]([C:47]1[CH:54]=[CH:53][CH:52]=[CH:51][C:48]=1[CH2:49][NH:7][CH:8]1[C:14](=[O:15])[NH:13][C:12]2[CH:16]=[CH:17][CH:18]=[CH:19][C:11]=2[C:10]([C:20]2[CH:21]=[CH:22][CH:23]=[CH:24][CH:25]=2)=[N:9]1)([O-:46])=[O:45]. The catalyst class is: 411. (8) Reactant: [Cl:1][C:2]1[CH:3]=[C:4]([C:8]2[C:9]([O:17][CH3:18])=[N:10][C:11]([CH3:16])=[C:12]([CH:15]=2)[CH:13]=O)[CH:5]=[CH:6][CH:7]=1.[Cl:19]C1C=C(C2C(OC)=NC(C)=C(C=2)C#N)C=CC=1.CC(C[AlH]CC(C)C)C. Product: [Cl:19][CH2:13][C:12]1[C:11]([CH3:16])=[N:10][C:9]([O:17][CH3:18])=[C:8]([C:4]2[CH:5]=[CH:6][CH:7]=[C:2]([Cl:1])[CH:3]=2)[CH:15]=1. The catalyst class is: 2. (9) Reactant: [CH3:1][C:2]1[CH:12]=[CH:11][C:10]([N+:13]([O-])=O)=[CH:9][C:3]=1[C:4]([O:6][CH2:7][CH3:8])=[O:5].C(O)(=O)C. Product: [NH2:13][C:10]1[CH:11]=[CH:12][C:2]([CH3:1])=[C:3]([CH:9]=1)[C:4]([O:6][CH2:7][CH3:8])=[O:5]. The catalyst class is: 324. (10) Reactant: C(OC([N:11]1[CH2:15][CH2:14][CH:13]([CH:16]([NH:24][C:25]([O:27][C:28]([CH3:31])([CH3:30])[CH3:29])=[O:26])[C:17]2[CH:22]=[CH:21][CH:20]=[CH:19][C:18]=2[F:23])[CH2:12]1)=O)C1C=CC=CC=1.[H][H]. Product: [C:28]([O:27][C:25](=[O:26])[NH:24][CH:16]([C:17]1[CH:22]=[CH:21][CH:20]=[CH:19][C:18]=1[F:23])[CH:13]1[CH2:14][CH2:15][NH:11][CH2:12]1)([CH3:31])([CH3:29])[CH3:30]. The catalyst class is: 19.